Dataset: Catalyst prediction with 721,799 reactions and 888 catalyst types from USPTO. Task: Predict which catalyst facilitates the given reaction. Reactant: [F:1][C:2]([F:19])([F:18])[C:3]1[CH:8]=[CH:7][N:6]=[C:5]([N:9]2[CH:13]=[C:12]([C:14]([O:16]C)=[O:15])[N:11]=[CH:10]2)[CH:4]=1.[OH-].[Na+]. Product: [F:19][C:2]([F:1])([F:18])[C:3]1[CH:8]=[CH:7][N:6]=[C:5]([N:9]2[CH:13]=[C:12]([C:14]([OH:16])=[O:15])[N:11]=[CH:10]2)[CH:4]=1. The catalyst class is: 24.